Task: Predict the product of the given reaction.. Dataset: Forward reaction prediction with 1.9M reactions from USPTO patents (1976-2016) (1) Given the reactants [NH:1]1[CH:5]=[CH:4][C:3]([C:6]2[N:7]=[N+:8]([O-])[C:9]3[CH:15]=[CH:14][CH:13]=[CH:12][C:10]=3[N:11]=2)=[N:2]1, predict the reaction product. The product is: [NH:1]1[CH:5]=[CH:4][C:3]([C:6]2[N:7]=[N:8][C:9]3[CH:15]=[CH:14][CH:13]=[CH:12][C:10]=3[N:11]=2)=[N:2]1. (2) Given the reactants [OH:1][C:2]1[N:10]=[CH:9][CH:8]=[CH:7][C:3]=1[C:4]([OH:6])=[O:5].[OH-].[K+].[CH2:13](I)[CH2:14][CH3:15], predict the reaction product. The product is: [O:1]=[C:2]1[C:3]([C:4]([OH:6])=[O:5])=[CH:7][CH:8]=[CH:9][N:10]1[CH2:13][CH2:14][CH3:15]. (3) Given the reactants Br[C:2]1[CH:11]=[CH:10][C:5]([C:6]([O:8][CH3:9])=[O:7])=[CH:4][C:3]=1[CH3:12].[C:13]1([CH3:22])[CH:18]=[CH:17][CH:16]=[CH:15][C:14]=1B(O)O.C(=O)([O-])[O-].[K+].[K+], predict the reaction product. The product is: [CH3:12][C:3]1[CH:4]=[C:5]([C:6]([O:8][CH3:9])=[O:7])[CH:10]=[CH:11][C:2]=1[C:14]1[CH:15]=[CH:16][CH:17]=[CH:18][C:13]=1[CH3:22]. (4) Given the reactants [C:1]([O:4][C@H:5]([C:8]#[C:9][C:10]#[C:11][C@H:12]([OH:22])[CH2:13][CH2:14][CH2:15][CH2:16][CH2:17][CH2:18][CH2:19][CH2:20][CH3:21])[CH:6]=[CH2:7])(=[O:3])[CH3:2].C(N(CC)CC)C.[CH3:30][S:31](Cl)(=[O:33])=[O:32], predict the reaction product. The product is: [C:1]([O:4][C@H:5]([C:8]#[C:9][C:10]#[C:11][C@H:12]([O:22][S:31]([CH3:30])(=[O:33])=[O:32])[CH2:13][CH2:14][CH2:15][CH2:16][CH2:17][CH2:18][CH2:19][CH2:20][CH3:21])[CH:6]=[CH2:7])(=[O:3])[CH3:2]. (5) The product is: [P:2]([O-:5])([O-:4])([O-:3])=[O:1].[Ca+2:11].[P:2]([O-:5])([O-:4])([O-:3])=[O:1].[Ca+2:11].[Ca+2:11]. Given the reactants [OH:1][P:2]([O-:5])([OH:4])=[O:3].[K+].C([O-])([O-])=O.[Ca+2:11], predict the reaction product.